This data is from Reaction yield outcomes from USPTO patents with 853,638 reactions. The task is: Predict the reaction yield, written as a fraction of the theoretical maximum amount of product (1.0 means a 100% yield; for example, 0.34 means a 34% yield). (1) The reactants are [Li]CCCC.[C:6]1([C:12]2[N:13]=[CH:14][S:15][CH:16]=2)[CH:11]=[CH:10][CH:9]=[CH:8][CH:7]=1.[Cl:17][C:18]1[CH:19]=[C:20]([C:24]2[O:25][N:26]=[C:27]3[CH:32]=[CH:31][C:30]([CH:33]=[O:34])=[CH:29][C:28]=23)[CH:21]=[CH:22][CH:23]=1.[NH4+].[Cl-]. The product is [Cl:17][C:18]1[CH:19]=[C:20]([C:24]2[O:25][N:26]=[C:27]3[CH:32]=[CH:31][C:30]([CH:33]([C:14]4[S:15][CH:16]=[C:12]([C:6]5[CH:7]=[CH:8][CH:9]=[CH:10][CH:11]=5)[N:13]=4)[OH:34])=[CH:29][C:28]=23)[CH:21]=[CH:22][CH:23]=1. The yield is 0.840. The catalyst is C1COCC1. (2) The reactants are [C:1]([O:5][C:6]([N:8]1[CH2:13][CH2:12][C:11](O)([C:14]2[CH:35]=[CH:34][C:17]3[C:18]4[N:19]=[C:20]([C:26]5[N:27]([CH:31]([CH3:33])[CH3:32])[N:28]=[CH:29][N:30]=5)[S:21][C:22]=4[CH2:23][CH2:24][O:25][C:16]=3[CH:15]=2)[CH2:10][CH2:9]1)=[O:7])([CH3:4])([CH3:3])[CH3:2].CCN(S(F)(F)[F:43])CC. The catalyst is C(Cl)Cl. The product is [C:1]([O:5][C:6]([N:8]1[CH2:13][CH2:12][C:11]([F:43])([C:14]2[CH:35]=[CH:34][C:17]3[C:18]4[N:19]=[C:20]([C:26]5[N:27]([CH:31]([CH3:33])[CH3:32])[N:28]=[CH:29][N:30]=5)[S:21][C:22]=4[CH2:23][CH2:24][O:25][C:16]=3[CH:15]=2)[CH2:10][CH2:9]1)=[O:7])([CH3:4])([CH3:3])[CH3:2]. The yield is 0.560. (3) The yield is 0.950. The product is [ClH:1].[F:26][C:21]1[CH:20]=[C:19]([CH:24]=[CH:23][C:22]=1[CH3:25])[CH2:18][C@H:15]1[NH:16][CH2:17][C@H:13]([OH:12])[CH2:14]1. The catalyst is [OH-].[Pd+2].[OH-].[C].CO. The reactants are [ClH:1].C(O)C.C([O:12][C@H:13]1[CH2:17][NH:16][C@H:15]([CH2:18][C:19]2[CH:24]=[CH:23][C:22]([CH3:25])=[C:21]([F:26])[CH:20]=2)[CH2:14]1)C1C=CC=CC=1. (4) The catalyst is C(O)(=O)C. The yield is 0.470. The product is [N+:1]([C:4]1[CH:8]=[N:7][N:6]2[C:15]([C:17]3[S:21][CH:20]=[CH:19][CH:18]=3)=[CH:14][CH:13]=[N:9][C:5]=12)([O-:3])=[O:2]. The reactants are [N+:1]([C:4]1[CH:8]=[N:7][NH:6][C:5]=1[NH2:9])([O-:3])=[O:2].CN(/[CH:13]=[CH:14]/[C:15]([C:17]1[S:21][CH:20]=[CH:19][CH:18]=1)=O)C.C(OCC)(=O)C. (5) The reactants are [Na].Cl[C:3]1[CH:8]=[C:7]([CH3:9])[N:6]=[C:5]([NH:10][C:11]2[CH:16]=[CH:15][C:14]([N:17]3[CH:21]=[C:20]([CH3:22])[N:19]=[CH:18]3)=[C:13]([O:23][CH3:24])[CH:12]=2)[N:4]=1.[CH3:25][O:26][CH2:27][CH2:28][OH:29]. No catalyst specified. The product is [CH3:25][O:26][CH2:27][CH2:28][O:29][C:3]1[CH:8]=[C:7]([CH3:9])[N:6]=[C:5]([NH:10][C:11]2[CH:16]=[CH:15][C:14]([N:17]3[CH:21]=[C:20]([CH3:22])[N:19]=[CH:18]3)=[C:13]([O:23][CH3:24])[CH:12]=2)[N:4]=1. The yield is 0.370. (6) The reactants are [Cl:1][C:2]1[CH:10]=[C:9]2[C:5]([CH:6]=[CH:7][NH:8]2)=[CH:4][C:3]=1B1OCC(C)(C)CO1.[C:19](=O)([O-])[O-:20].[K+].[K+].Br[C:26]1[CH:31]=[CH:30][C:29]([CH:32]2[CH2:36][CH2:35][CH2:34][N:33]2[C:37]([O:39][C:40]([CH3:43])([CH3:42])[CH3:41])=[O:38])=[CH:28][CH:27]=1. The catalyst is C1C=CC(P(C2C=CC=CC=2)[C-]2C=CC=C2)=CC=1.C1C=CC(P(C2C=CC=CC=2)[C-]2C=CC=C2)=CC=1.Cl[Pd]Cl.[Fe+2].O1CCOCC1.CN(C)C=O. The product is [Cl:1][C:2]1[CH:10]=[C:9]2[C:5]([C:6]([CH:19]=[O:20])=[CH:7][NH:8]2)=[CH:4][C:3]=1[C:26]1[CH:31]=[CH:30][C:29]([CH:32]2[CH2:36][CH2:35][CH2:34][N:33]2[C:37]([O:39][C:40]([CH3:43])([CH3:42])[CH3:41])=[O:38])=[CH:28][CH:27]=1. The yield is 0.722.